This data is from Catalyst prediction with 721,799 reactions and 888 catalyst types from USPTO. The task is: Predict which catalyst facilitates the given reaction. Reactant: CN([P+](ON1N=NC2C=CC=CC1=2)(N(C)C)N(C)C)C.F[P-](F)(F)(F)(F)F.C(N(CC)CC)C.[NH2:35][C:36]1[N:44]=[CH:43][CH:42]=[CH:41][C:37]=1[C:38]([OH:40])=O.[O:45]([CH2:52][C:53]1[CH:54]=[C:55]([CH:58]=[CH:59][CH:60]=1)[CH2:56][NH2:57])[C:46]1[CH:51]=[CH:50][CH:49]=[CH:48][CH:47]=1. Product: [O:45]([CH2:52][C:53]1[CH:54]=[C:55]([CH2:56][NH:57][C:38](=[O:40])[C:37]2[CH:41]=[CH:42][CH:43]=[N:44][C:36]=2[NH2:35])[CH:58]=[CH:59][CH:60]=1)[C:46]1[CH:47]=[CH:48][CH:49]=[CH:50][CH:51]=1. The catalyst class is: 136.